The task is: Predict the product of the given reaction.. This data is from Forward reaction prediction with 1.9M reactions from USPTO patents (1976-2016). (1) Given the reactants [Cl:1][C:2]1[CH:3]=[C:4]([O:8][CH2:9][C@H:10]2[CH2:14][CH2:13][CH2:12][N:11]2[C:15]([O:17][C:18]([CH3:21])([CH3:20])[CH3:19])=[O:16])[CH:5]=[N:6][CH:7]=1.C(=O)(O)[O-:23].[Na+].ClC1C=CC=C(C(OO)=O)C=1.O, predict the reaction product. The product is: [Cl:1][C:2]1[CH:3]=[C:4]([OH:8])[CH:5]=[N:6][CH:7]=1.[C:18]([O:17][C:15]([N:11]1[CH2:12][CH2:13][CH2:14][C@@H:10]1[CH2:9][O:8][C:4]1[CH:5]=[N+:6]([O-:23])[CH:7]=[C:2]([Cl:1])[CH:3]=1)=[O:16])([CH3:21])([CH3:20])[CH3:19]. (2) Given the reactants [C:1]([C:3]1[CH:8]=[CH:7][N:6]=[C:5]([C:9]2[CH:10]=[C:11]([CH:28]=[CH:29][CH:30]=2)[CH2:12][O:13][C:14]2[CH:19]=[CH:18][CH:17]=[CH:16][C:15]=2[CH2:20][C:21]([O:23][C:24]([CH3:27])([CH3:26])[CH3:25])=[O:22])[N:4]=1)#[N:2], predict the reaction product. The product is: [NH2:2][CH2:1][C:3]1[CH:8]=[CH:7][N:6]=[C:5]([C:9]2[CH:10]=[C:11]([CH:28]=[CH:29][CH:30]=2)[CH2:12][O:13][C:14]2[CH:19]=[CH:18][CH:17]=[CH:16][C:15]=2[CH2:20][C:21]([O:23][C:24]([CH3:26])([CH3:27])[CH3:25])=[O:22])[N:4]=1. (3) Given the reactants [C:1]([O:5][C:6]([NH:8][CH2:9][C:10]1[CH:18]=[CH:17][C:13]([C:14]([OH:16])=O)=[CH:12][C:11]=1[F:19])=[O:7])([CH3:4])([CH3:3])[CH3:2].[CH2:20]([NH2:22])[CH3:21].C1COCC1.ON1C2C=CC=CC=2N=N1.Cl.CN(C)CCCN=C=NCC, predict the reaction product. The product is: [CH2:20]([NH:22][C:14]([C:13]1[CH:17]=[CH:18][C:10]([CH2:9][NH:8][C:6](=[O:7])[O:5][C:1]([CH3:2])([CH3:3])[CH3:4])=[C:11]([F:19])[CH:12]=1)=[O:16])[CH3:21]. (4) Given the reactants [C:1]([C:5]1[CH:6]=[C:7]2[C:12](=[CH:13][CH:14]=1)[C:11](=[O:15])[NH:10][C:9](=[O:16])/[C:8]/2=[CH:17]/OC)([CH3:4])([CH3:3])[CH3:2].[NH2:20][CH2:21][C:22]1[CH:27]=[C:26]([OH:28])[C:25]([C:29]2[CH:33]=[CH:32][O:31][CH:30]=2)=[CH:24][N:23]=1, predict the reaction product. The product is: [C:1]([C:5]1[CH:6]=[C:7]2[C:12](=[CH:13][CH:14]=1)[C:11](=[O:15])[NH:10][C:9](=[O:16])[C:8]2=[CH:17][NH:20][CH2:21][C:22]1[CH:27]=[C:26]([OH:28])[C:25]([C:29]2[CH:33]=[CH:32][O:31][CH:30]=2)=[CH:24][N:23]=1)([CH3:4])([CH3:3])[CH3:2]. (5) Given the reactants [CH:1]1([C@H:6]2[CH2:11][CH2:10][C@H:9]([O:12][C:13]3[CH:14]=[C:15]4[C:20](=[CH:21][CH:22]=3)[CH:19]=[C:18]([C@:23]3([CH3:29])[CH2:27][O:26][C:25](=[O:28])[NH:24]3)[CH:17]=[CH:16]4)[CH2:8][CH2:7]2)[CH2:5][CH2:4][CH2:3][CH2:2]1.[I:30]N1C(=O)CCC1=O.C(Cl)Cl, predict the reaction product. The product is: [CH:1]1([C@H:6]2[CH2:11][CH2:10][C@H:9]([O:12][C:13]3[C:14]([I:30])=[C:15]4[C:20](=[CH:21][CH:22]=3)[CH:19]=[C:18]([C@:23]3([CH3:29])[CH2:27][O:26][C:25](=[O:28])[NH:24]3)[CH:17]=[CH:16]4)[CH2:8][CH2:7]2)[CH2:2][CH2:3][CH2:4][CH2:5]1. (6) Given the reactants [CH3:1][C:2]1[C:6]([CH2:7][O:8][C:9]2[CH:14]=[CH:13][C:12]([S:15]([NH:18][C:19]3[CH:24]=[CH:23][C:22]([CH3:25])=[CH:21][N:20]=3)(=[O:17])=[O:16])=[CH:11][CH:10]=2)=[C:5]([CH3:26])[O:4][N:3]=1.[C:27](N=C(N(C)C)N(C)C)([CH3:30])([CH3:29])[CH3:28].BrCC(C)C, predict the reaction product. The product is: [CH3:1][C:2]1[C:6]([CH2:7][O:8][C:9]2[CH:10]=[CH:11][C:12]([S:15]([N:18]([CH2:28][CH:27]([CH3:30])[CH3:29])[C:19]3[CH:24]=[CH:23][C:22]([CH3:25])=[CH:21][N:20]=3)(=[O:17])=[O:16])=[CH:13][CH:14]=2)=[C:5]([CH3:26])[O:4][N:3]=1. (7) Given the reactants [Cl:1][C:2]1[C:7]([N:8]2[CH2:13][CH2:12][CH:11]([C:14]3[CH:19]=[C:18]([F:20])[CH:17]=[C:16]([F:21])[C:15]=3[O:22][CH:23]([F:25])[F:24])[CH2:10][CH2:9]2)=[CH:6][N:5]=[N:4][C:3]=1[NH:26][NH2:27].C1COCC1.C(=O)([O-])[O-].[Na+].[Na+].[CH:39]1([CH2:42][C:43](Cl)=[O:44])[CH2:41][CH2:40]1, predict the reaction product. The product is: [Cl:1][C:2]1[C:7]([N:8]2[CH2:9][CH2:10][CH:11]([C:14]3[CH:19]=[C:18]([F:20])[CH:17]=[C:16]([F:21])[C:15]=3[O:22][CH:23]([F:25])[F:24])[CH2:12][CH2:13]2)=[CH:6][N:5]=[N:4][C:3]=1[NH:26][NH:27][C:43](=[O:44])[CH2:42][CH:39]1[CH2:41][CH2:40]1. (8) The product is: [Br:14][C:15]1[CH:20]=[CH:19][C:18]([N:10]([C:7]2[CH:6]=[CH:5][C:4]([F:3])=[CH:9][CH:8]=2)[C:11](=[O:13])[CH3:12])=[C:17]([N+:22]([O-:24])=[O:23])[CH:16]=1. Given the reactants [H-].[Na+].[F:3][C:4]1[CH:9]=[CH:8][C:7]([NH:10][C:11](=[O:13])[CH3:12])=[CH:6][CH:5]=1.[Br:14][C:15]1[CH:20]=[CH:19][C:18](F)=[C:17]([N+:22]([O-:24])=[O:23])[CH:16]=1, predict the reaction product. (9) The product is: [OH:2][C:3]1[CH:4]=[CH:5][C:6]([C:9]2[CH:10]=[C:11]3[C:16](=[CH:17][CH:18]=2)[C:15](=[O:19])[CH2:14][CH2:13][CH2:12]3)=[CH:7][CH:8]=1. Given the reactants C[O:2][C:3]1[CH:8]=[CH:7][C:6]([C:9]2[CH:10]=[C:11]3[C:16](=[CH:17][CH:18]=2)[C:15](=[O:19])[CH2:14][CH2:13][CH2:12]3)=[CH:5][CH:4]=1.C(=O)=O.CC(C)=O.B(Br)(Br)Br.CC#N, predict the reaction product. (10) Given the reactants CC1(C=CC(C)=CC1)S(C[N+]#[C-])(=O)=O.[O:15]1CC[CH2:17][CH2:16]1.C([Li])CCC.[CH3:25][O:26][C:27]1[CH:35]=[CH:34][C:30]([C:31](Cl)=[O:32])=[CH:29][CH:28]=1, predict the reaction product. The product is: [CH3:25][O:26][C:27]1[CH:35]=[CH:34][C:30]([C:31](=[O:32])[C:16](=[O:15])[CH3:17])=[CH:29][CH:28]=1.